Predict the reaction yield, written as a fraction of the theoretical maximum amount of product (1.0 means a 100% yield; for example, 0.34 means a 34% yield). From a dataset of Reaction yield outcomes from USPTO patents with 853,638 reactions. (1) The reactants are CCN=C=NCCCN(C)C.[CH3:12][C:13]1[CH:18]=[CH:17][C:16]([C:19]2[CH:24]=[C:23]([N+:25]([O-:27])=[O:26])[CH:22]=[C:21]([C:28]([OH:30])=O)[CH:20]=2)=[CH:15][CH:14]=1.C1C=[CH:33][C:34]2[N:39](O)N=N[C:35]=2C=1.CN1[C:46](=[O:47])CCC1. The catalyst is C(Cl)Cl.CN(C=O)C. The product is [CH3:46][O:47][CH2:33][CH:34]([NH:39][C:28]([C:21]1[CH:20]=[C:19]([C:16]2[CH:15]=[CH:14][C:13]([CH3:12])=[CH:18][CH:17]=2)[CH:24]=[C:23]([N+:25]([O-:27])=[O:26])[CH:22]=1)=[O:30])[CH3:35]. The yield is 0.835. (2) The reactants are [NH2:1][C:2]1[N:3]=[CH:4][C:5]2[CH2:11][C:10](=[O:12])[NH:9][C:8]3[CH:13]=[C:14](I)[CH:15]=[CH:16][C:7]=3[C:6]=2[N:18]=1.[O-]P([O-])([O-])=O.[K+].[K+].[K+].[CH3:27][O:28][C:29]1[CH:30]=[C:31]([CH:33]=[CH:34][CH:35]=1)[NH2:32]. The catalyst is CN1CCCC1=O. The product is [NH2:1][C:2]1[N:3]=[CH:4][C:5]2[CH2:11][C:10](=[O:12])[NH:9][C:8]3[CH:13]=[C:14]([NH:32][C:31]4[CH:33]=[CH:34][CH:35]=[C:29]([O:28][CH3:27])[CH:30]=4)[CH:15]=[CH:16][C:7]=3[C:6]=2[N:18]=1. The yield is 0.610. (3) The reactants are [C:1]1([C:7]2[C:12]([NH2:13])=[CH:11][CH:10]=[CH:9][N:8]=2)[CH2:6][CH2:5][CH2:4][CH2:3][CH:2]=1.C1CN([P+](Br)(N2CCCC2)N2CCCC2)CC1.F[P-](F)(F)(F)(F)F.[K+].[C:39]([C:41]1[N:42]=[C:43]([C:54]([O-])=[O:55])[N:44]([CH2:46][O:47][CH2:48][CH2:49][Si:50]([CH3:53])([CH3:52])[CH3:51])[CH:45]=1)#[N:40].CCN(C(C)C)C(C)C. The catalyst is C(Cl)Cl. The product is [C:1]1([C:7]2[C:12]([NH:13][C:54]([C:43]3[N:44]([CH2:46][O:47][CH2:48][CH2:49][Si:50]([CH3:53])([CH3:52])[CH3:51])[CH:45]=[C:41]([C:39]#[N:40])[N:42]=3)=[O:55])=[CH:11][CH:10]=[CH:9][N:8]=2)[CH2:6][CH2:5][CH2:4][CH2:3][CH:2]=1. The yield is 0.690. (4) The reactants are [NH2:1][C:2]1[N:7]=[C:6]([N:8]2[C:12]3[CH:13]=[C:14](Br)[CH:15]=[CH:16][C:11]=3[N:10]=[C:9]2[O:18][CH:19]2[CH2:22][N:21]([CH2:23][CH2:24][OH:25])[CH2:20]2)[CH:5]=[CH:4][N:3]=1.[CH3:26][C:27]1[O:31][N:30]=[C:29]([C:32]([OH:36])([C:34]#[CH:35])[CH3:33])[CH:28]=1.C(N(CC)CC)C. The catalyst is CS(C)=O.Cl[Pd](Cl)([P](C1C=CC=CC=1)(C1C=CC=CC=1)C1C=CC=CC=1)[P](C1C=CC=CC=1)(C1C=CC=CC=1)C1C=CC=CC=1. The product is [NH2:1][C:2]1[N:7]=[C:6]([N:8]2[C:12]3[CH:13]=[C:14]([C:35]#[C:34][C:32]([C:29]4[CH:28]=[C:27]([CH3:26])[O:31][N:30]=4)([OH:36])[CH3:33])[CH:15]=[CH:16][C:11]=3[N:10]=[C:9]2[O:18][CH:19]2[CH2:22][N:21]([CH2:23][CH2:24][OH:25])[CH2:20]2)[CH:5]=[CH:4][N:3]=1. The yield is 0.0700. (5) The reactants are [C:1]([O:5][C:6]([N:8]1[CH2:13][CH2:12][O:11][CH2:10][CH:9]1[C:14]([OH:16])=O)=[O:7])([CH3:4])([CH3:3])[CH3:2].C(N1C=CN=C1)(N1C=CN=C1)=O.C(N(CC)C(C)C)(C)C.[Br:38][C:39]1[C:40]([NH2:46])=[N:41][CH:42]=[C:43]([Br:45])[N:44]=1. The catalyst is CN(C)C=O.ClCCl. The product is [Br:38][C:39]1[C:40]([NH:46][C:14]([CH:9]2[CH2:10][O:11][CH2:12][CH2:13][N:8]2[C:6]([O:5][C:1]([CH3:2])([CH3:3])[CH3:4])=[O:7])=[O:16])=[N:41][CH:42]=[C:43]([Br:45])[N:44]=1. The yield is 0.710.